This data is from Retrosynthesis with 50K atom-mapped reactions and 10 reaction types from USPTO. The task is: Predict the reactants needed to synthesize the given product. (1) The reactants are: COC(=O)c1ncoc1-c1cccc(CO)c1. Given the product O=C(O)c1ncoc1-c1cccc(CO)c1, predict the reactants needed to synthesize it. (2) Given the product Cc1ccc2ccccc2c1CC(C)O, predict the reactants needed to synthesize it. The reactants are: CC(=O)Cc1c(C)ccc2ccccc12. (3) Given the product Nc1ccc(C2CC2)cc1, predict the reactants needed to synthesize it. The reactants are: O=[N+]([O-])c1ccc(C2CC2)cc1.